This data is from Full USPTO retrosynthesis dataset with 1.9M reactions from patents (1976-2016). The task is: Predict the reactants needed to synthesize the given product. Given the product [CH2:34]([N:38]1[C:43](=[O:44])[C:42]([N:11]2[CH2:12][CH2:13][N:8]([CH3:6])[CH2:9][CH2:10]2)=[C:41]([CH3:61])[C:40]([C:51]2[CH:52]=[CH:53][C:54]([C:57]([F:59])([F:60])[F:58])=[CH:55][CH:56]=2)=[N:39]1)[CH:35]([CH3:37])[CH3:36], predict the reactants needed to synthesize it. The reactants are: C(O[C:6]([N:8]1[CH2:13][CH2:12][N:11](C2C(=O)N(CC(C)C)N=C(C3C=CC(C)=C(F)C=3)C=2C)[CH2:10][CH2:9]1)=O)(C)(C)C.[CH2:34]([N:38]1[C:43](=[O:44])[C:42](COS(C)(=O)=O)=[CH:41][C:40]([C:51]2[CH:56]=[CH:55][C:54]([C:57]([F:60])([F:59])[F:58])=[CH:53][CH:52]=2)=[N:39]1)[CH:35]([CH3:37])[CH3:36].[CH3:61]N1CCNCC1.